Task: Predict the reactants needed to synthesize the given product.. Dataset: Full USPTO retrosynthesis dataset with 1.9M reactions from patents (1976-2016) (1) Given the product [CH3:12][C:13]1([CH3:37])[CH2:22][CH2:21][C:20]2[N:19]=[CH:18][N:17]=[C:16]([N:23]3[CH2:29][C:28]4[CH:30]=[C:31]([C:2]5[CH:11]=[N:10][C:5]6=[N:6][CH:7]=[CH:8][N:9]=[C:4]6[CH:3]=5)[CH:32]=[CH:33][C:27]=4[O:26][CH2:25][CH2:24]3)[C:15]=2[CH2:14]1, predict the reactants needed to synthesize it. The reactants are: Br[C:2]1[CH:11]=[N:10][C:5]2=[N:6][CH:7]=[CH:8][N:9]=[C:4]2[CH:3]=1.[CH3:12][C:13]1([CH3:37])[CH2:22][CH2:21][C:20]2[N:19]=[CH:18][N:17]=[C:16]([N:23]3[CH2:29][C:28]4[CH:30]=[C:31](B(O)O)[CH:32]=[CH:33][C:27]=4[O:26][CH2:25][CH2:24]3)[C:15]=2[CH2:14]1. (2) Given the product [Cl:12][C:10]1[N:9]=[C:8]([N:13]2[CH:17]=[CH:16][CH:15]=[N:14]2)[N:7]=[C:6]([NH:5][C:3](=[O:4])[CH2:2][N:39]2[CH2:40][CH2:41][N:42]([CH3:43])[CH2:47][CH2:46]2)[CH:11]=1, predict the reactants needed to synthesize it. The reactants are: Cl[CH2:2][C:3]([NH:5][C:6]1[CH:11]=[C:10]([Cl:12])[N:9]=[C:8]([N:13]2[CH:17]=[CH:16][CH:15]=[N:14]2)[N:7]=1)=[O:4].CN1CCCCC1.ClC1N=C(N2C(C)=CC(C)=N2)N=C([NH:39][C:40](=O)[CH2:41][N:42]2[CH2:47][CH2:46]OC[CH2:43]2)C=1. (3) Given the product [CH2:11]([O:18][CH:19]1[CH2:25][O:24][CH2:23][C:22](=[O:26])[CH2:21][CH2:20]1)[C:12]1[CH:13]=[CH:14][CH:15]=[CH:16][CH:17]=1, predict the reactants needed to synthesize it. The reactants are: CS(C)=O.C(Cl)(=O)C(Cl)=O.[CH2:11]([O:18][CH:19]1[CH2:25][O:24][CH2:23][CH:22]([OH:26])[CH2:21][CH2:20]1)[C:12]1[CH:17]=[CH:16][CH:15]=[CH:14][CH:13]=1.C(N(CC)CC)C. (4) Given the product [OH:37][CH2:36][CH2:38][NH:39][C:1]([C:4]1[CH:5]=[C:6]2[C:10](=[CH:11][CH:12]=1)[CH2:9][N:8]([C:13](=[O:35])[CH2:14][CH2:15][CH2:16][CH2:17][CH2:18][N:19]1[CH2:20][CH2:21][N:22]([C:25]3[CH:30]=[CH:29][CH:28]=[C:27]([C:31]([F:33])([F:32])[F:34])[CH:26]=3)[CH2:23][CH2:24]1)[CH2:7]2)=[O:2], predict the reactants needed to synthesize it. The reactants are: [C:1]([C:4]1[CH:5]=[C:6]2[C:10](=[CH:11][CH:12]=1)[CH2:9][N:8]([C:13](=[O:35])[CH2:14][CH2:15][CH2:16][CH2:17][CH2:18][N:19]1[CH2:24][CH2:23][N:22]([C:25]3[CH:30]=[CH:29][CH:28]=[C:27]([C:31]([F:34])([F:33])[F:32])[CH:26]=3)[CH2:21][CH2:20]1)[CH2:7]2)(O)=[O:2].[CH2:36]([CH2:38][NH2:39])[OH:37].